This data is from Peptide-MHC class I binding affinity with 185,985 pairs from IEDB/IMGT. The task is: Regression. Given a peptide amino acid sequence and an MHC pseudo amino acid sequence, predict their binding affinity value. This is MHC class I binding data. The peptide sequence is PVLEKKVCAI. The MHC is HLA-A02:02 with pseudo-sequence HLA-A02:02. The binding affinity (normalized) is 0.418.